This data is from Reaction yield outcomes from USPTO patents with 853,638 reactions. The task is: Predict the reaction yield, written as a fraction of the theoretical maximum amount of product (1.0 means a 100% yield; for example, 0.34 means a 34% yield). (1) The reactants are [CH:1]([C:4]1[C:13]([NH2:14])=[C:12]2[C:7]([CH:8]=[CH:9][CH:10]=[N:11]2)=[CH:6][CH:5]=1)([CH3:3])[CH3:2].[C:15]1([S:21](Cl)(=[O:23])=[O:22])[CH:20]=[CH:19][CH:18]=[CH:17][CH:16]=1. The catalyst is CN(C1C=CN=CC=1)C. The product is [CH:1]([C:4]1[C:13]([NH:14][S:21]([C:15]2[CH:20]=[CH:19][CH:18]=[CH:17][CH:16]=2)(=[O:23])=[O:22])=[C:12]2[C:7]([CH:8]=[CH:9][CH:10]=[N:11]2)=[CH:6][CH:5]=1)([CH3:3])[CH3:2]. The yield is 0.400. (2) The reactants are [C:1]1([S:7]([N:10]2[C:18]3[C:13](=[CH:14][C:15]([C:19]4[N:23]([CH3:24])[N:22]=[C:21](N)[CH:20]=4)=[CH:16][CH:17]=3)[CH:12]=[C:11]2[C:26]2[C:31]([F:32])=[CH:30][CH:29]=[CH:28][C:27]=2[F:33])(=[O:9])=[O:8])[CH:6]=[CH:5][CH:4]=[CH:3][CH:2]=1.N([O-])=O.[Na+].C([O-])(O)=O.[Na+].[BrH:43]. The catalyst is C(#N)C.[Cu]Br. The product is [C:1]1([S:7]([N:10]2[C:18]3[C:13](=[CH:14][C:15]([C:19]4[N:23]([CH3:24])[N:22]=[C:21]([Br:43])[CH:20]=4)=[CH:16][CH:17]=3)[CH:12]=[C:11]2[C:26]2[C:31]([F:32])=[CH:30][CH:29]=[CH:28][C:27]=2[F:33])(=[O:9])=[O:8])[CH:6]=[CH:5][CH:4]=[CH:3][CH:2]=1. The yield is 0.350. (3) The yield is 0.630. The reactants are [F:8][C:7]([F:10])([F:9])[C:6](O[C:6](=[O:11])[C:7]([F:10])([F:9])[F:8])=[O:11].[I:14][C:15]1[CH:20]=[CH:19][C:18]([CH:21]2[C:30]3[C:25](=[CH:26][C:27]([O:31][CH3:32])=[CH:28][CH:29]=3)[CH2:24][CH2:23][NH:22]2)=[CH:17][CH:16]=1.CCN(CC)CC. The catalyst is C(Cl)Cl. The product is [F:10][C:7]([F:8])([F:9])[C:6]([N:22]1[CH2:23][CH2:24][C:25]2[C:30](=[CH:29][CH:28]=[C:27]([O:31][CH3:32])[CH:26]=2)[CH:21]1[C:18]1[CH:17]=[CH:16][C:15]([I:14])=[CH:20][CH:19]=1)=[O:11]. (4) The reactants are Cl[C:2]1[N:3]=[C:4]([N:13]2[CH2:18][CH2:17][O:16][CH2:15][CH2:14]2)[C:5]2[CH2:10][O:9][C:8]3([CH2:12][CH2:11]3)[C:6]=2[N:7]=1.[CH2:19]([NH:21][C:22]([NH:24][C:25]1[CH:30]=[CH:29][C:28](B2OC(C)(C)C(C)(C)O2)=[CH:27][CH:26]=1)=[O:23])[CH3:20].O1CCOCC1.C([O-])(O)=O.[Na+]. The catalyst is CO. The product is [CH2:19]([NH:21][C:22]([NH:24][C:25]1[CH:30]=[CH:29][C:28]([C:2]2[N:3]=[C:4]([N:13]3[CH2:18][CH2:17][O:16][CH2:15][CH2:14]3)[C:5]3[CH2:10][O:9][C:8]4([CH2:12][CH2:11]4)[C:6]=3[N:7]=2)=[CH:27][CH:26]=1)=[O:23])[CH3:20]. The yield is 0.0800.